Dataset: Forward reaction prediction with 1.9M reactions from USPTO patents (1976-2016). Task: Predict the product of the given reaction. (1) Given the reactants [CH2:1]([C:8]1[NH:13][C:12](=[O:14])[C:11]([C:15]2[CH:20]=[CH:19][C:18]([O:21][C:22]3[CH:27]=[CH:26][N:25]=[C:24]4[CH:28]=[C:29](I)[S:30][C:23]=34)=[C:17]([F:32])[CH:16]=2)=[CH:10][N:9]=1)[C:2]1[CH:7]=[CH:6][CH:5]=[CH:4][CH:3]=1.[CH3:33][N:34]1[CH2:39][CH2:38][N:37]([CH2:40][C:41]#[CH:42])[CH2:36][CH2:35]1.C(N(CC)CC)C, predict the reaction product. The product is: [CH2:1]([C:8]1[NH:13][C:12](=[O:14])[C:11]([C:15]2[CH:20]=[CH:19][C:18]([O:21][C:22]3[CH:27]=[CH:26][N:25]=[C:24]4[CH:28]=[C:29]([C:42]#[C:41][CH2:40][N:37]5[CH2:38][CH2:39][N:34]([CH3:33])[CH2:35][CH2:36]5)[S:30][C:23]=34)=[C:17]([F:32])[CH:16]=2)=[CH:10][N:9]=1)[C:2]1[CH:7]=[CH:6][CH:5]=[CH:4][CH:3]=1. (2) Given the reactants Cl[C:2]1[C:7]([C:8]#[N:9])=[CH:6][N:5]=[CH:4][C:3]=1[F:10].[CH3:11][NH2:12], predict the reaction product. The product is: [F:10][C:3]1[CH:4]=[N:5][CH:6]=[C:7]([C:2]=1[NH:12][CH3:11])[C:8]#[N:9]. (3) The product is: [Cl:1][C:2]1[N:7]2[N:8]=[C:9]([C:23]3[CH:28]=[CH:27][C:26]([F:29])=[CH:25][CH:24]=3)[C:10]([C:11]3[CH:16]=[CH:15][N:14]=[C:13]([NH:17][CH:18]4[CH2:22][CH2:21][CH2:20][CH2:19]4)[N:12]=3)=[C:6]2[CH:5]=[CH:4][C:3]=1[C:30]([O:31][CH2:32][CH3:33])=[O:34]. Given the reactants [Cl:1][C:2]1[N:7]2[N:8]=[C:9]([C:23]3[CH:28]=[CH:27][C:26]([F:29])=[CH:25][CH:24]=3)[C:10]([C:11]3[CH:16]=[CH:15][N:14]=[C:13]([NH:17][CH:18]4[CH2:22][CH2:21][CH2:20][CH2:19]4)[N:12]=3)=[C:6]2[CH:5]=[CH:4][C:3]=1[C:30](OCC)([O:34]CC)[O:31][CH2:32][CH3:33].O.C1(C)C=CC(S(O)(=O)=O)=CC=1, predict the reaction product. (4) Given the reactants I[C:2]1[C:3]([CH3:18])=[N:4][N:5]([C@H:7]2[CH2:12][CH2:11][C@H:10]([C:13]([O:15][CH2:16][CH3:17])=[O:14])[CH2:9][CH2:8]2)[CH:6]=1.C1COCC1.C([Mg]Cl)(C)C.CO[B:31]1[O:35][C:34]([CH3:37])([CH3:36])[C:33]([CH3:39])([CH3:38])[O:32]1, predict the reaction product. The product is: [CH3:18][C:3]1[C:2]([B:31]2[O:35][C:34]([CH3:37])([CH3:36])[C:33]([CH3:39])([CH3:38])[O:32]2)=[CH:6][N:5]([C@H:7]2[CH2:12][CH2:11][C@H:10]([C:13]([O:15][CH2:16][CH3:17])=[O:14])[CH2:9][CH2:8]2)[N:4]=1. (5) Given the reactants [CH3:1][O:2][C:3]1[CH:4]=[C:5]([NH:11][C:12]2[C:13]3[N:34]=[CH:33][S:32][C:14]=3[N:15]=[C:16]([N:18]3[CH2:23][CH2:22][CH2:21][CH:20]([NH:24]C(=O)OC(C)(C)C)[CH2:19]3)[N:17]=2)[CH:6]=[CH:7][C:8]=1[O:9][CH3:10].[ClH:35], predict the reaction product. The product is: [ClH:35].[NH2:24][CH:20]1[CH2:21][CH2:22][CH2:23][N:18]([C:16]2[N:17]=[C:12]([NH:11][C:5]3[CH:6]=[CH:7][C:8]([O:9][CH3:10])=[C:3]([O:2][CH3:1])[CH:4]=3)[C:13]3[N:34]=[CH:33][S:32][C:14]=3[N:15]=2)[CH2:19]1. (6) Given the reactants C[O:2][C:3](=[O:23])[CH2:4][CH2:5][N:6]1[C:11]2[CH:12]=[CH:13][CH:14]=[C:15]([CH:16]([CH3:18])[CH3:17])[C:10]=2[O:9][CH:8]([CH:19]([CH3:21])[CH3:20])[C:7]1=[O:22].[OH-].[Na+].O.Cl, predict the reaction product. The product is: [CH:19]([CH:8]1[C:7](=[O:22])[N:6]([CH2:5][CH2:4][C:3]([OH:23])=[O:2])[C:11]2[CH:12]=[CH:13][CH:14]=[C:15]([CH:16]([CH3:18])[CH3:17])[C:10]=2[O:9]1)([CH3:21])[CH3:20].